From a dataset of Catalyst prediction with 721,799 reactions and 888 catalyst types from USPTO. Predict which catalyst facilitates the given reaction. The catalyst class is: 25. Product: [OH:9][N:8]=[C:17]([NH2:18])[C:16]1[CH:15]=[CH:14][C:13]([N+:10]([O-:12])=[O:11])=[CH:20][CH:19]=1. Reactant: C(=O)([O-])[O-].[K+].[K+].Cl.[NH2:8][OH:9].[N+:10]([C:13]1[CH:20]=[CH:19][C:16]([C:17]#[N:18])=[CH:15][CH:14]=1)([O-:12])=[O:11].